This data is from hERG Central: cardiac toxicity at 1µM, 10µM, and general inhibition. The task is: Predict hERG channel inhibition at various concentrations. (1) The compound is Cc1ccc(Cn2c(=N)c(C(=O)NC3CCCCC3)cc3c(=O)n4ccccc4nc32)cc1. Results: hERG_inhib (hERG inhibition (general)): blocker. (2) The compound is Cn1c(N2CCC(C(N)=O)CC2)nc2c1c(=O)n(Cc1ccc(Cl)cc1)c(=O)n2C. Results: hERG_inhib (hERG inhibition (general)): blocker. (3) The drug is Cn1c(CCN2CCN(c3ccc(F)cc3)CC2)nc2cc(NC(=O)c3ccco3)ccc21. Results: hERG_inhib (hERG inhibition (general)): blocker. (4) The compound is COc1ccccc1C(=O)Nc1ccnn1C1CCN(C(=O)C(C)(C)C)CC1. Results: hERG_inhib (hERG inhibition (general)): blocker. (5) The compound is CC(CCc1ccccc1)N1CCN(Cc2ccccc2)CC1. Results: hERG_inhib (hERG inhibition (general)): blocker. (6) The compound is CN(Cc1ccccc1)c1nc2c(c(=O)[nH]c(=O)n2C)n1CCCc1ccccc1. Results: hERG_inhib (hERG inhibition (general)): blocker.